This data is from Full USPTO retrosynthesis dataset with 1.9M reactions from patents (1976-2016). The task is: Predict the reactants needed to synthesize the given product. (1) Given the product [C:5]([O:17][C:15]([O:1][C:2]1[CH:7]=[CH:6][C:5]([C:8]2[CH:9]=[CH:10][C:11](=[O:14])[N:12]([C:21]([O:23][C:24]([CH3:27])([CH3:25])[CH3:26])=[O:22])[N:13]=2)=[CH:4][CH:3]=1)=[O:18])([CH3:8])([CH3:6])[CH3:4], predict the reactants needed to synthesize it. The reactants are: [OH:1][C:2]1[CH:7]=[CH:6][C:5]([C:8]2[CH:9]=[CH:10][C:11](=[O:14])[NH:12][N:13]=2)=[CH:4][CH:3]=1.[C:15](=[O:18])([O-:17])[O-].[Cs+].[Cs+].[C:21](O[C:21]([O:23][C:24]([CH3:27])([CH3:26])[CH3:25])=[O:22])([O:23][C:24]([CH3:27])([CH3:26])[CH3:25])=[O:22]. (2) Given the product [C:39]([N:42]1[CH2:47][CH2:46][N:45]([C:23]([C@H:22]2[N:21]([C:19]([C:13]3[S:12][C:11]4=[N:10][C@:9]([C:32]5[CH:37]=[CH:36][C:35]([Cl:38])=[CH:34][CH:33]=5)([CH3:31])[C@@H:8]([C:5]5[CH:4]=[CH:3][C:2]([Cl:1])=[CH:7][CH:6]=5)[N:15]4[C:14]=3[CH:16]([CH3:18])[CH3:17])=[O:20])[C@@H:28]([C:29]#[N:30])[CH2:27][CH2:26]2)=[O:24])[CH2:44][C@H:43]1[CH3:48])(=[O:41])[CH3:40], predict the reactants needed to synthesize it. The reactants are: [Cl:1][C:2]1[CH:7]=[CH:6][C:5]([C@H:8]2[N:15]3[C:11]([S:12][C:13]([C:19]([N:21]4[C@@H:28]([C:29]#[N:30])[CH2:27][CH2:26][C@H:22]4[C:23](O)=[O:24])=[O:20])=[C:14]3[CH:16]([CH3:18])[CH3:17])=[N:10][C@:9]2([C:32]2[CH:37]=[CH:36][C:35]([Cl:38])=[CH:34][CH:33]=2)[CH3:31])=[CH:4][CH:3]=1.[C:39]([N:42]1[CH2:47][CH2:46][NH:45][CH2:44][C@H:43]1[CH3:48])(=[O:41])[CH3:40]. (3) Given the product [C:38]([O:37][C:35]([N:8]([C:6]([O:5][C:1]([CH3:4])([CH3:3])[CH3:2])=[O:7])[C:9]1[C:18]2[C:13](=[CH:14][C:15]([NH:19][CH:20]([C:25]3[CH:30]=[CH:29][CH:28]=[C:27]([O:31][CH:32]([F:33])[F:34])[CH:26]=3)[C:21]([OH:23])=[O:22])=[CH:16][CH:17]=2)[CH:12]=[CH:11][N:10]=1)=[O:36])([CH3:41])([CH3:40])[CH3:39], predict the reactants needed to synthesize it. The reactants are: [C:1]([O:5][C:6]([N:8]([C:35]([O:37][C:38]([CH3:41])([CH3:40])[CH3:39])=[O:36])[C:9]1[C:18]2[C:13](=[CH:14][C:15]([NH:19][CH:20]([C:25]3[CH:30]=[CH:29][CH:28]=[C:27]([O:31][CH:32]([F:34])[F:33])[CH:26]=3)[C:21]([O:23]C)=[O:22])=[CH:16][CH:17]=2)[CH:12]=[CH:11][N:10]=1)=[O:7])([CH3:4])([CH3:3])[CH3:2].[OH-].[Na+]. (4) Given the product [CH3:35][C:30]1[C:29]([C:18]2[CH:17]=[C:16]([C:3]3[C:2]([CH3:1])=[CH:11][CH:10]=[C:9]4[C:4]=3[CH:5]=[CH:6][CH:7]=[N:8]4)[C:24]3[N:23]=[C:22]([C:25]([F:26])([F:28])[F:27])[NH:21][C:20]=3[CH:19]=2)=[C:33]([CH3:34])[O:32][N:31]=1, predict the reactants needed to synthesize it. The reactants are: [CH3:1][C:2]1[C:3](B(O)O)=[C:4]2[C:9](=[CH:10][CH:11]=1)[N:8]=[CH:7][CH:6]=[CH:5]2.I[C:16]1[C:24]2[N:23]=[C:22]([C:25]([F:28])([F:27])[F:26])[NH:21][C:20]=2[CH:19]=[C:18]([C:29]2[C:30]([CH3:35])=[N:31][O:32][C:33]=2[CH3:34])[CH:17]=1.C(=O)([O-])[O-].[Cs+].[Cs+]. (5) Given the product [C:1]([NH:4][C:5]1[CH:27]=[CH:26][C:8]2[CH2:9][CH:10]([CH3:25])[N:11]([C:21]([NH:23][CH3:24])=[O:22])[N:12]=[C:13]([C:14]3[CH:19]=[CH:18][C:17]([N:28]4[CH2:33][CH2:32][O:31][CH2:30][CH2:29]4)=[CH:16][CH:15]=3)[C:7]=2[CH:6]=1)(=[O:3])[CH3:2], predict the reactants needed to synthesize it. The reactants are: [C:1]([NH:4][C:5]1[CH:27]=[CH:26][C:8]2[CH2:9][CH:10]([CH3:25])[N:11]([C:21]([NH:23][CH3:24])=[O:22])[N:12]=[C:13]([C:14]3[CH:19]=[CH:18][C:17](Cl)=[CH:16][CH:15]=3)[C:7]=2[CH:6]=1)(=[O:3])[CH3:2].[NH:28]1[CH2:33][CH2:32][O:31][CH2:30][CH2:29]1.CC(C)([O-])C.[Na+]. (6) Given the product [S:8]1[C:12]2[CH:13]=[CH:14][CH:15]=[CH:16][C:11]=2[N:10]=[C:9]1[S:17]([N:20]1[CH2:25][CH2:24][N:23]([C:48](=[O:49])[CH2:47][N:44]2[CH:43]=[N:42][C:41]3[C:40](=[O:51])[NH:39][C:38]([NH:37][C:35]([O:34][CH2:33][C:32]4[CH:52]=[CH:53][C:29]([O:28][CH3:27])=[CH:30][CH:31]=4)=[O:36])=[N:46][C:45]2=3)[CH2:22][C:21]1=[O:26])(=[O:19])=[O:18], predict the reactants needed to synthesize it. The reactants are: FC(F)(F)C(O)=O.[S:8]1[C:12]2[CH:13]=[CH:14][CH:15]=[CH:16][C:11]=2[N:10]=[C:9]1[S:17]([N:20]1[CH2:25][CH2:24][NH:23][CH2:22][C:21]1=[O:26])(=[O:19])=[O:18].[CH3:27][O:28][C:29]1[CH:53]=[CH:52][C:32]([CH2:33][O:34][C:35]([NH:37][C:38]2[NH:39][C:40](=[O:51])[C:41]3[N:42]=[CH:43][N:44]([CH2:47][C:48](O)=[O:49])[C:45]=3[N:46]=2)=[O:36])=[CH:31][CH:30]=1. (7) Given the product [CH:31]([C:28]1[N:27]=[C:26]([N:23]2[CH2:22][CH2:21][CH:20]([O:19][C:15]3[N:16]=[CH:17][N:18]=[C:13]([O:12][C:11]4[CH:10]=[CH:9][C:8]([CH:5]([CH2:4][OH:3])[CH2:6][OH:7])=[CH:36][CH:35]=4)[C:14]=3[CH3:34])[CH2:25][CH2:24]2)[O:30][N:29]=1)([CH3:33])[CH3:32], predict the reactants needed to synthesize it. The reactants are: CC1(C)[O:7][CH2:6][CH:5]([C:8]2[CH:36]=[CH:35][C:11]([O:12][C:13]3[N:18]=[CH:17][N:16]=[C:15]([O:19][CH:20]4[CH2:25][CH2:24][N:23]([C:26]5[O:30][N:29]=[C:28]([CH:31]([CH3:33])[CH3:32])[N:27]=5)[CH2:22][CH2:21]4)[C:14]=3[CH3:34])=[CH:10][CH:9]=2)[CH2:4][O:3]1. (8) Given the product [F:31][C:28]1[CH:29]=[CH:30][C:25]2[N:26]([C:22]([C:20]3[N:21]=[C:16]([NH:1][C@@H:2]4[CH2:7][CH2:6][CH2:5][N:4]([C:8]([O:10][C:11]([CH3:14])([CH3:13])[CH3:12])=[O:9])[CH2:3]4)[CH:17]=[C:18]([N:32]4[CH2:36][CH2:35][CH2:34][C@H:33]4[C:37]([O:39][CH3:40])=[O:38])[N:19]=3)=[CH:23][N:24]=2)[CH:27]=1, predict the reactants needed to synthesize it. The reactants are: [NH2:1][C@@H:2]1[CH2:7][CH2:6][CH2:5][N:4]([C:8]([O:10][C:11]([CH3:14])([CH3:13])[CH3:12])=[O:9])[CH2:3]1.Cl[C:16]1[N:21]=[C:20]([C:22]2[N:26]3[CH:27]=[C:28]([F:31])[CH:29]=[CH:30][C:25]3=[N:24][CH:23]=2)[N:19]=[C:18]([N:32]2[CH2:36][CH2:35][CH2:34][C@H:33]2[C:37]([O:39][CH3:40])=[O:38])[CH:17]=1. (9) Given the product [CH3:26][O:25][C:4]1[C:5]([NH:8][C:9](=[O:24])[C:10]2[CH:15]=[CH:14][CH:13]=[C:12]([S:16]([N:19]3[CH2:23][CH2:22][CH2:21][CH2:20]3)(=[O:18])=[O:17])[CH:11]=2)=[N:6][CH:7]=[C:2]([S:33][C:27]2[CH:32]=[CH:31][CH:30]=[CH:29][CH:28]=2)[CH:3]=1, predict the reactants needed to synthesize it. The reactants are: Br[C:2]1[CH:3]=[C:4]([O:25][CH3:26])[C:5]([NH:8][C:9](=[O:24])[C:10]2[CH:15]=[CH:14][CH:13]=[C:12]([S:16]([N:19]3[CH2:23][CH2:22][CH2:21][CH2:20]3)(=[O:18])=[O:17])[CH:11]=2)=[N:6][CH:7]=1.[C:27]1([SH:33])[CH:32]=[CH:31][CH:30]=[CH:29][CH:28]=1. (10) Given the product [CH3:37][N:38]([CH3:42])[CH2:39][CH2:40][NH:41][C:32](=[O:33])[C:31]1[CH:30]=[CH:29][C:28]([NH:27][C:25](=[O:26])[NH:24][C:21]2[CH:20]=[CH:19][C:18]([C:9]3[N:10]=[C:11]([N:12]4[CH2:13][CH2:14][O:15][CH2:16][CH2:17]4)[C:6]4[CH:5]=[CH:4][N:3]([CH2:1][CH3:2])[C:7]=4[N:8]=3)=[CH:23][CH:22]=2)=[CH:36][CH:35]=1, predict the reactants needed to synthesize it. The reactants are: [CH2:1]([N:3]1[C:7]2[N:8]=[C:9]([C:18]3[CH:23]=[CH:22][C:21]([NH:24][C:25]([NH:27][C:28]4[CH:36]=[CH:35][C:31]([C:32](O)=[O:33])=[CH:30][CH:29]=4)=[O:26])=[CH:20][CH:19]=3)[N:10]=[C:11]([N:12]3[CH2:17][CH2:16][O:15][CH2:14][CH2:13]3)[C:6]=2[CH:5]=[CH:4]1)[CH3:2].[CH3:37][N:38]([CH3:42])[CH2:39][CH2:40][NH2:41].